From a dataset of Full USPTO retrosynthesis dataset with 1.9M reactions from patents (1976-2016). Predict the reactants needed to synthesize the given product. (1) The reactants are: F[C:2]1[C:7]([C:8]2[N:13]=[C:12]([CH3:14])[N:11]=[C:10]([NH2:15])[N:9]=2)=[CH:6][CH:5]=[CH:4][N:3]=1.[NH:16]1[C:24]2[CH:23]=[CH:22][CH:21]=[C:20]([NH2:25])[C:19]=2[CH:18]=[N:17]1. Given the product [NH2:15][C:10]1[N:11]=[C:12]([CH3:14])[N:13]=[C:8]([C:7]2[C:2]([NH:25][C:20]3[C:19]4[CH:18]=[N:17][NH:16][C:24]=4[CH:23]=[CH:22][CH:21]=3)=[N:3][CH:4]=[CH:5][CH:6]=2)[N:9]=1, predict the reactants needed to synthesize it. (2) Given the product [Cl:26][C:12]1[C:11]2[C:6](=[CH:7][C:8]([O:22][CH3:23])=[CH:9][C:10]=2[O:14][CH:15]2[CH2:20][CH2:19][N:18]([CH3:21])[CH2:17][CH2:16]2)[N:5]=[CH:4][C:3]=1[C:1]#[N:2], predict the reactants needed to synthesize it. The reactants are: [C:1]([C:3]1[CH:4]=[N:5][C:6]2[C:11]([C:12]=1O)=[C:10]([O:14][CH:15]1[CH2:20][CH2:19][N:18]([CH3:21])[CH2:17][CH2:16]1)[CH:9]=[C:8]([O:22][CH3:23])[CH:7]=2)#[N:2].P(Cl)(Cl)([Cl:26])=O. (3) Given the product [C:12]([N:1]1[CH2:9][CH2:8][CH:4]([C:5]([OH:7])=[O:6])[CH2:3][CH2:2]1)(=[O:19])[C:13]1[CH:18]=[CH:17][CH:16]=[CH:15][CH:14]=1, predict the reactants needed to synthesize it. The reactants are: [NH:1]1[CH2:9][CH2:8][CH:4]([C:5]([OH:7])=[O:6])[CH2:3][CH2:2]1.[OH-].[Na+].[C:12](Cl)(=[O:19])[C:13]1[CH:18]=[CH:17][CH:16]=[CH:15][CH:14]=1.Cl. (4) Given the product [CH3:22][N:23]([CH3:24])[C:2]1[C:11]2[C:6](=[CH:7][CH:8]=[CH:9][CH:10]=2)[N:5]=[C:4]2[N:12]([C:16]3[CH:21]=[CH:20][CH:19]=[CH:18][N:17]=3)[N:13]=[C:14]([CH3:15])[C:3]=12, predict the reactants needed to synthesize it. The reactants are: Cl[C:2]1[C:11]2[C:6](=[CH:7][CH:8]=[CH:9][CH:10]=2)[N:5]=[C:4]2[N:12]([C:16]3[CH:21]=[CH:20][CH:19]=[CH:18][N:17]=3)[N:13]=[C:14]([CH3:15])[C:3]=12.[CH3:22][NH:23][CH3:24].O1CCCC1. (5) Given the product [Cl:1][C:2]1[CH:9]=[CH:8][CH:7]=[C:6]([F:10])[C:3]=1[C:4]1[N:23]=[C:24]2[CH:31]=[CH:30][C:27]([C:28]#[N:29])=[CH:26][N:25]2[C:12]=1[NH:11][C:13]1[CH:22]=[CH:21][C:16]2[O:17][CH2:18][CH2:19][O:20][C:15]=2[CH:14]=1, predict the reactants needed to synthesize it. The reactants are: [Cl:1][C:2]1[CH:9]=[CH:8][CH:7]=[C:6]([F:10])[C:3]=1[CH:4]=O.[N+:11]([C:13]1[CH:22]=[CH:21][C:16]2[O:17][CH2:18][CH2:19][O:20][C:15]=2[CH:14]=1)#[C-:12].[NH2:23][C:24]1[CH:31]=[CH:30][C:27]([C:28]#[N:29])=[CH:26][N:25]=1.[Br-].C([N+]1C=CN(C)C=1)CCC.